This data is from Forward reaction prediction with 1.9M reactions from USPTO patents (1976-2016). The task is: Predict the product of the given reaction. (1) Given the reactants [NH2:1][C:2]1[C:7]([C:8]([C:10]2[CH:15]=[C:14]([F:16])[C:13]([F:17])=[CH:12][C:11]=2[O:18][CH3:19])=[O:9])=[CH:6][N:5]=[C:4](S(CC)(=O)=O)[N:3]=1.[CH3:25][S:26]([N:29]1[CH2:34][CH2:33][CH:32]([NH2:35])[CH2:31][CH2:30]1)(=[O:28])=[O:27], predict the reaction product. The product is: [NH2:1][C:2]1[C:7]([C:8]([C:10]2[CH:15]=[C:14]([F:16])[C:13]([F:17])=[CH:12][C:11]=2[O:18][CH3:19])=[O:9])=[CH:6][N:5]=[C:4]([NH:35][CH:32]2[CH2:33][CH2:34][N:29]([S:26]([CH3:25])(=[O:28])=[O:27])[CH2:30][CH2:31]2)[N:3]=1. (2) Given the reactants [OH:1][CH:2]1[CH2:6][CH2:5][C:4]([CH2:7][PH:8](=[O:13])[O:9][CH:10]([CH3:12])[CH3:11])=[CH:3]1.[Si:14](Cl)([C:17]([CH3:20])([CH3:19])[CH3:18])([CH3:16])[CH3:15].C(N(CC)CC)C, predict the reaction product. The product is: [Si:14]([O:1][CH:2]1[CH2:6][CH2:5][C:4]([CH2:7][PH:8](=[O:13])[O:9][CH:10]([CH3:11])[CH3:12])=[CH:3]1)([C:17]([CH3:20])([CH3:19])[CH3:18])([CH3:16])[CH3:15]. (3) Given the reactants [OH-].[CH3:2][N+:3]([CH3:8])([CH3:7])[CH2:4][CH2:5][CH3:6].[C:9]([OH:12])(=[O:11])[CH3:10], predict the reaction product. The product is: [C:9]([O-:12])(=[O:11])[CH3:10].[CH3:2][N+:3]([CH3:8])([CH3:7])[CH2:4][CH2:5][CH3:6]. (4) Given the reactants Cl[C:2]1[N:3]=[N:4][CH:5]=[CH:6][C:7]=1[C:8]([F:11])([F:10])[F:9].[NH4+:12].[OH-], predict the reaction product. The product is: [F:9][C:8]([F:11])([F:10])[C:7]1[CH:6]=[CH:5][N:4]=[N:3][C:2]=1[NH2:12].